From a dataset of TCR-epitope binding with 47,182 pairs between 192 epitopes and 23,139 TCRs. Binary Classification. Given a T-cell receptor sequence (or CDR3 region) and an epitope sequence, predict whether binding occurs between them. (1) Result: 0 (the TCR does not bind to the epitope). The epitope is RIFTIGTVTLK. The TCR CDR3 sequence is CASSLTLGLAGGPNEQFF. (2) The TCR CDR3 sequence is CASSVSGSSYEQYF. Result: 1 (the TCR binds to the epitope). The epitope is LLWNGPMAV. (3) The epitope is KTWGQYWQV. The TCR CDR3 sequence is CASSLDNTAYEQYF. Result: 0 (the TCR does not bind to the epitope).